Dataset: Human Reference Interactome with 51,813 positive PPI pairs across 8,248 proteins, plus equal number of experimentally-validated negative pairs. Task: Binary Classification. Given two protein amino acid sequences, predict whether they physically interact or not. Protein 1 (ENSG00000164663) has sequence MDRCKHVGRLRLAQDHSILNPQKWCCLECATTESVWACLKCSHVACGRYIEDHALKHFEETGHPLAMEVRDLYVFCYLCKDYVLNDNPEGDLKLLRSSLLAVRGQKQDTPVRRGRTLRSMASGEDVVLPQRAPQGQPQMLTALWYRRQRLLARTLRLWFEKSSRGQAKLEQRRQEEALERKKEEARRRRREVKRRLLEELASTPPRKSARLLLHTPRDAGPAASRPAALPTSRRVPAATLKLRRQPAMAPGVTGLRNLGNTCYMNSILQVLSHLQKFRECFLNLDPSKTEHLFPKATNGK.... Result: 0 (the proteins do not interact). Protein 2 (ENSG00000104371) has sequence MVAAVLLGLSWLCSPLGALVLDFNNIRSSADLHGARKGSQCLSDTDCNTRKFCLQPRDEKPFCATCRGLRRRCQRDAMCCPGTLCVNDVCTTMEDATPILERQLDEQDGTHAEGTTGHPVQENQPKRKPSIKKSQGRKGQEGESCLRTFDCGPGLCCARHFWTKICKPVLLEGQVCSRRGHKDTAQAPEIFQRCDCGPGLLCRSQLTSNRQHARLRVCQKIEKL*.